This data is from Catalyst prediction with 721,799 reactions and 888 catalyst types from USPTO. The task is: Predict which catalyst facilitates the given reaction. (1) Reactant: [CH3:1][C:2]1([CH3:34])[O:6][C@:5]([CH2:30][CH:31]=[O:32])([CH2:7][C:8]2[CH:21]=[C:20]([O:22][CH3:23])[C:19]3[C:10](=[C:11]([O:26]C)[C:12]4[C:17]([C:18]=3[O:24]C)=[CH:16][CH:15]=[CH:14][CH:13]=4)[C:9]=2[O:28][CH3:29])[C@H:4]([CH3:33])[O:3]1.O=[N+]([O-])[O-].[O-][N+](=O)[O-].[O-][N+](=O)[O-].[O-][N+](=O)[O-].[O-][N+](=O)[O-].[O-][N+](=O)[O-].[Ce+4].[NH4+].[NH4+]. Product: [CH3:29][O:28][C:9]1[C:10]2[C:11](=[O:26])[C:12]3[C:17](=[CH:16][CH:15]=[CH:14][CH:13]=3)[C:18](=[O:24])[C:19]=2[C:20]([O:22][CH3:23])=[CH:21][C:8]=1[CH2:7][C@:5]1([CH2:30][CH:31]=[O:32])[C@H:4]([CH3:33])[O:3][C:2]([CH3:1])([CH3:34])[O:6]1. The catalyst class is: 144. (2) Reactant: C[O:2][C:3](=[O:47])[CH2:4][C@H:5]([OH:46])[CH2:6][C@H:7]([OH:45])[CH2:8][CH2:9][C:10]1[N:11]([CH:42]([CH3:44])[CH3:43])[C:12]([C:29](=[O:41])[NH:30][C:31]2[CH:36]=[CH:35][C:34]([S:37](=[O:40])(=[O:39])[NH2:38])=[CH:33][CH:32]=2)=[C:13]([C:22]2[CH:27]=[CH:26][C:25]([F:28])=[CH:24][CH:23]=2)[C:14]=1[C:15]1[CH:20]=[CH:19][C:18]([F:21])=[CH:17][CH:16]=1.C(O)C.O.[OH-].[Na+:53]. Product: [Na+:53].[F:21][C:18]1[CH:19]=[CH:20][C:15]([C:14]2[C:13]([C:22]3[CH:23]=[CH:24][C:25]([F:28])=[CH:26][CH:27]=3)=[C:12]([C:29](=[O:41])[NH:30][C:31]3[CH:36]=[CH:35][C:34]([S:37](=[O:39])(=[O:40])[NH2:38])=[CH:33][CH:32]=3)[N:11]([CH:42]([CH3:44])[CH3:43])[C:10]=2[CH2:9][CH2:8][C@@H:7]([OH:45])[CH2:6][C@@H:5]([OH:46])[CH2:4][C:3]([O-:47])=[O:2])=[CH:16][CH:17]=1. The catalyst class is: 100. (3) Product: [CH3:1][O:2][C:3](=[O:16])[CH2:4][O:5][C:6]1[CH:11]=[CH:10][C:9]([CH2:12][OH:13])=[CH:8][C:7]=1[O:14][CH3:15]. Reactant: [CH3:1][O:2][C:3](=[O:16])[CH2:4][O:5][C:6]1[CH:11]=[CH:10][C:9]([CH:12]=[O:13])=[CH:8][C:7]=1[O:14][CH3:15].[B-].[Na+].Cl. The catalyst class is: 5. (4) Reactant: P([CH2:5][C:6]([O:8][CH3:9])=[O:7])(O)(O)=O.[H-].[Na+].[H][H].[CH3:14][O:15][C:16]1[CH:21]=[CH:20][C:19]2[NH:22][CH:23]=[C:24]([CH:25]=O)[C:18]=2[CH:17]=1.P(=O)([O-])[O-]. Product: [CH3:9][O:8][C:6](=[O:7])[CH:5]=[CH:25][C:24]1[C:18]2[C:19](=[CH:20][CH:21]=[C:16]([O:15][CH3:14])[CH:17]=2)[NH:22][CH:23]=1. The catalyst class is: 217. (5) Reactant: [CH:1]1([NH:4][C:5]([C:7]2[C:8]([C:18]([F:21])([F:20])[F:19])=[CH:9][C:10](/[CH:13]=[CH:14]/[C:15]([OH:17])=O)=[N:11][CH:12]=2)=[O:6])[CH2:3][CH2:2]1.[F:22][C:23]([F:37])([F:36])[CH:24]([C:26]1[CH:31]=[CH:30][CH:29]=[C:28]([C:32]([F:35])([F:34])[F:33])[CH:27]=1)[NH2:25].CN(C(ON1N=NC2C=CC=CC1=2)=[N+](C)C)C.F[P-](F)(F)(F)(F)F.CN1CCOCC1. Product: [CH:1]1([NH:4][C:5](=[O:6])[C:7]2[C:8]([C:18]([F:21])([F:20])[F:19])=[CH:9][C:10](/[CH:13]=[CH:14]/[C:15](=[O:17])[NH:25][CH:24]([C:26]3[CH:31]=[CH:30][CH:29]=[C:28]([C:32]([F:33])([F:34])[F:35])[CH:27]=3)[C:23]([F:37])([F:36])[F:22])=[N:11][CH:12]=2)[CH2:2][CH2:3]1. The catalyst class is: 9. (6) Reactant: [NH2:1][C:2]1[C:13]([CH3:14])=[CH:12][C:11]([Br:15])=[CH:10][C:3]=1[C:4]([NH:6][CH:7]([CH3:9])[CH3:8])=[O:5].[C:16](Cl)(Cl)=[O:17].C1(C)C=CC=CC=1. Product: [Br:15][C:11]1[CH:10]=[C:3]2[C:2](=[C:13]([CH3:14])[CH:12]=1)[NH:1][C:16](=[O:17])[N:6]([CH:7]([CH3:9])[CH3:8])[C:4]2=[O:5]. The catalyst class is: 12. (7) Product: [C:1]([C:5]1[CH:6]=[C:7]([NH:47][S:48]([CH3:51])(=[O:50])=[O:49])[C:8]([O:45][CH3:46])=[C:9]([NH:11][C:12]([C:14]2[N:15]([CH3:44])[C:16]3[C:21]([CH:22]=2)=[CH:20][CH:19]=[CH:18][C:17]=3[CH2:23][N:24]2[CH2:29][CH2:28][N:27]([C:30]([C@H:32]3[CH2:36][CH2:35][NH:34][CH2:33]3)=[O:31])[CH2:26][CH2:25]2)=[O:13])[CH:10]=1)([CH3:4])([CH3:2])[CH3:3]. Reactant: [C:1]([C:5]1[CH:6]=[C:7]([NH:47][S:48]([CH3:51])(=[O:50])=[O:49])[C:8]([O:45][CH3:46])=[C:9]([NH:11][C:12]([C:14]2[N:15]([CH3:44])[C:16]3[C:21]([CH:22]=2)=[CH:20][CH:19]=[CH:18][C:17]=3[CH2:23][N:24]2[CH2:29][CH2:28][N:27]([C:30]([C@H:32]3[CH2:36][CH2:35][N:34](C(OC(C)(C)C)=O)[CH2:33]3)=[O:31])[CH2:26][CH2:25]2)=[O:13])[CH:10]=1)([CH3:4])([CH3:3])[CH3:2].FC(F)(F)C(O)=O.C(=O)([O-])O.[Na+]. The catalyst class is: 4.